Dataset: Forward reaction prediction with 1.9M reactions from USPTO patents (1976-2016). Task: Predict the product of the given reaction. (1) Given the reactants [C:1]([C:4]1[CH:9]=[N:8][N:7]2[CH:10]=[C:11]([C:13]#[CH:14])[CH:12]=[C:6]2[C:5]=1[NH:15][C@H:16]1[C@@H:20]([CH2:21][CH3:22])[CH2:19][N:18]([C:23]([O:25][C:26]([CH3:29])([CH3:28])[CH3:27])=[O:24])[CH2:17]1)(=[O:3])[NH2:2].C(N(CC)CC)C.[OH:37]/[N:38]=[C:39](\Cl)/[CH3:40], predict the reaction product. The product is: [C:1]([C:4]1[CH:9]=[N:8][N:7]2[CH:10]=[C:11]([C:13]3[O:37][N:38]=[C:39]([CH3:40])[CH:14]=3)[CH:12]=[C:6]2[C:5]=1[NH:15][C@H:16]1[C@@H:20]([CH2:21][CH3:22])[CH2:19][N:18]([C:23]([O:25][C:26]([CH3:28])([CH3:27])[CH3:29])=[O:24])[CH2:17]1)(=[O:3])[NH2:2]. (2) Given the reactants CS(O[CH:6]1[CH2:15][CH2:14][C:9]2([O:13]CCO2)[CH2:8][CH2:7]1)(=O)=O.[N-:16]=[N+:17]=[N-:18].[Na+].[C:20]([C:22]1[N:27]=[C:26]([NH:28][C:29]2[CH:34]=[C:33]([C:35]([F:38])([F:37])[F:36])[CH:32]=[CH:31][N:30]=2)[CH:25]=[C:24]([CH3:39])[CH:23]=1)#[CH:21].O=C1O[C@H]([C@H](CO)O)C([O-])=C1O.[Na+], predict the reaction product. The product is: [CH3:39][C:24]1[CH:25]=[C:26]([NH:28][C:29]2[CH:34]=[C:33]([C:35]([F:37])([F:36])[F:38])[CH:32]=[CH:31][N:30]=2)[N:27]=[C:22]([C:20]2[N:16]=[N:17][N:18]([CH:6]3[CH2:7][CH2:8][C:9](=[O:13])[CH2:14][CH2:15]3)[CH:21]=2)[CH:23]=1.